From a dataset of Reaction yield outcomes from USPTO patents with 853,638 reactions. Predict the reaction yield, written as a fraction of the theoretical maximum amount of product (1.0 means a 100% yield; for example, 0.34 means a 34% yield). (1) The reactants are [CH2:1]([O:8][NH:9][S:10]([C:13]1[CH:18]=[CH:17][CH:16]=[CH:15][C:14]=1[N+:19]([O-:21])=[O:20])(=[O:12])=[O:11])[C:2]1[CH:7]=[CH:6][CH:5]=[CH:4][CH:3]=1.O[C@@H:23]1[CH2:28][N:27]([C:29]([O:31][C:32]([CH3:35])([CH3:34])[CH3:33])=[O:30])[C@H:26]([C:36]([O:38][CH2:39][CH3:40])=[O:37])[CH2:25][CH2:24]1.C1C=CC(P(C2C=CC=CC=2)C2C=CC=CC=2)=CC=1.CCOC(/N=N/C(OCC)=O)=O. The catalyst is C1COCC1. The product is [CH2:1]([O:8][N:9]([C@H:23]1[CH2:28][N:27]([C:29]([O:31][C:32]([CH3:33])([CH3:34])[CH3:35])=[O:30])[C@H:26]([C:36]([O:38][CH2:39][CH3:40])=[O:37])[CH2:25][CH2:24]1)[S:10]([C:13]1[CH:18]=[CH:17][CH:16]=[CH:15][C:14]=1[N+:19]([O-:21])=[O:20])(=[O:12])=[O:11])[C:2]1[CH:7]=[CH:6][CH:5]=[CH:4][CH:3]=1. The yield is 0.800. (2) The reactants are [NH2:1][CH:2]1[CH2:7][CH2:6][C:5]([CH3:9])([OH:8])[CH2:4][CH2:3]1.[F:10][C:11]1[CH:16]=[CH:15][C:14]([F:17])=[CH:13][C:12]=1[C@H:18]1[CH2:22][CH2:21][CH2:20][N:19]1[C:23]1[CH:28]=[CH:27][N:26]2[N:29]=[CH:30][C:31]([C:32](O)=[O:33])=[C:25]2[N:24]=1. No catalyst specified. The product is [F:10][C:11]1[CH:16]=[CH:15][C:14]([F:17])=[CH:13][C:12]=1[C@H:18]1[CH2:22][CH2:21][CH2:20][N:19]1[C:23]1[CH:28]=[CH:27][N:26]2[N:29]=[CH:30][C:31]([C:32]([NH:1][CH:2]3[CH2:7][CH2:6][C:5]([OH:8])([CH3:9])[CH2:4][CH2:3]3)=[O:33])=[C:25]2[N:24]=1. The yield is 0.480.